Dataset: Full USPTO retrosynthesis dataset with 1.9M reactions from patents (1976-2016). Task: Predict the reactants needed to synthesize the given product. (1) Given the product [Cl:1][C:2]1[CH:7]=[CH:6][C:5]([NH:8][CH:19]=[C:20]([C:21]([O:23][CH2:24][CH3:25])=[O:22])[C:26]([O:28][CH2:29][CH3:30])=[O:27])=[CH:4][C:3]=1[O:11][CH2:12][CH2:13][O:14][CH3:15], predict the reactants needed to synthesize it. The reactants are: [Cl:1][C:2]1[CH:7]=[CH:6][C:5]([N+:8]([O-])=O)=[CH:4][C:3]=1[O:11][CH2:12][CH2:13][O:14][CH3:15].C(O[CH:19]=[C:20]([C:26]([O:28][CH2:29][CH3:30])=[O:27])[C:21]([O:23][CH2:24][CH3:25])=[O:22])C.[O-]S([O-])(=O)=O.[Na+].[Na+]. (2) Given the product [CH:1]1([NH:4][C:5](=[O:34])[C:6](=[O:33])[CH:7]([NH:15][C:16](=[O:32])[C:17]2[CH:22]=[CH:21][CH:20]=[N:19][C:18]=2[N:23]2[CH:31]=[C:30]3[C:25]([CH:26]=[CH:27][CH:28]=[CH:29]3)=[N:24]2)[CH2:8][C:9]2[CH:10]=[CH:11][CH:12]=[CH:13][CH:14]=2)[CH2:2][CH2:3]1, predict the reactants needed to synthesize it. The reactants are: [CH:1]1([NH:4][C:5](=[O:34])[CH:6]([OH:33])[CH:7]([NH:15][C:16](=[O:32])[C:17]2[CH:22]=[CH:21][CH:20]=[N:19][C:18]=2[N:23]2[CH:31]=[C:30]3[C:25]([CH:26]=[CH:27][CH:28]=[CH:29]3)=[N:24]2)[CH2:8][C:9]2[CH:14]=[CH:13][CH:12]=[CH:11][CH:10]=2)[CH2:3][CH2:2]1.ClCCl. (3) Given the product [Cl:24][C:13]1[C:12]2[C:17](=[CH:18][C:9]([O:8][CH2:1][C:2]3[CH:7]=[CH:6][CH:5]=[CH:4][CH:3]=3)=[C:10]([O:20][CH3:21])[CH:11]=2)[N:16]=[CH:15][N:14]=1, predict the reactants needed to synthesize it. The reactants are: [CH2:1]([O:8][C:9]1[CH:18]=[C:17]2[C:12]([C:13](=O)[NH:14][CH:15]=[N:16]2)=[CH:11][C:10]=1[O:20][CH3:21])[C:2]1[CH:7]=[CH:6][CH:5]=[CH:4][CH:3]=1.S(Cl)([Cl:24])=O. (4) Given the product [Cl:1][C:2]1[CH:3]=[C:4]([CH2:9][CH2:10][CH2:11][N:12]([O:24][CH3:25])[C:13]([C:14]2[CH2:26][N:28]([CH2:29][CH2:30][N:31]3[CH2:36][CH2:35][O:34][CH2:33][CH2:32]3)[C:19](=[O:20])[C:15]=2[OH:16])=[O:23])[CH:5]=[CH:6][C:7]=1[Cl:8], predict the reactants needed to synthesize it. The reactants are: [Cl:1][C:2]1[CH:3]=[C:4]([CH2:9][CH2:10][CH2:11][N:12]([O:24][CH3:25])[C:13](=[O:23])[CH:14]=[C:15]2[C:19](=[O:20])OC(C)(C)[O:16]2)[CH:5]=[CH:6][C:7]=1[Cl:8].[CH2:26]=O.[NH2:28][CH2:29][CH2:30][N:31]1[CH2:36][CH2:35][O:34][CH2:33][CH2:32]1.